This data is from Forward reaction prediction with 1.9M reactions from USPTO patents (1976-2016). The task is: Predict the product of the given reaction. (1) Given the reactants [CH3:1][O:2][C:3]1[C:4]([C@H:9]([C:17]2[CH:22]=[CH:21][C:20]([C:23]([F:26])([F:25])[F:24])=[CH:19][CH:18]=2)[NH:10][S@](C(C)(C)C)=O)=[N:5][CH:6]=[CH:7][CH:8]=1.Cl.O1CCOCC1.C([O-])(O)=O.[Na+], predict the reaction product. The product is: [CH3:1][O:2][C:3]1[C:4]([C@H:9]([C:17]2[CH:22]=[CH:21][C:20]([C:23]([F:26])([F:24])[F:25])=[CH:19][CH:18]=2)[NH2:10])=[N:5][CH:6]=[CH:7][CH:8]=1. (2) Given the reactants [Cl:1][C:2]1[CH:3]=[C:4]([CH:7]=[C:8]([O:10][C:11]2[C:16](=[O:17])[N:15]([CH2:18][C:19]3[CH:24]=[C:23]([C:25]4[CH:30]=[CH:29][CH:28]=[CH:27][CH:26]=4)[N:22]=[N:21][C:20]=3[O:31]C)[CH:14]=[N:13][C:12]=2[C:33]([F:36])([F:35])[F:34])[CH:9]=1)[C:5]#[N:6].C[Si](Cl)(C)C, predict the reaction product. The product is: [Cl:1][C:2]1[CH:3]=[C:4]([CH:7]=[C:8]([O:10][C:11]2[C:16](=[O:17])[N:15]([CH2:18][C:19]3[C:20](=[O:31])[NH:21][N:22]=[C:23]([C:25]4[CH:30]=[CH:29][CH:28]=[CH:27][CH:26]=4)[CH:24]=3)[CH:14]=[N:13][C:12]=2[C:33]([F:35])([F:36])[F:34])[CH:9]=1)[C:5]#[N:6]. (3) Given the reactants [C:1]([O:5][C:6]([N:8]1[C:16]2[C:11](=[CH:12][CH:13]=[CH:14][CH:15]=2)[CH2:10][CH:9]1[C:17](O)=[O:18])=[O:7])([CH3:4])([CH3:3])[CH3:2].Cl.[CH3:21][C@H:22]1[CH2:27][C@@H:26]([CH3:28])[CH2:25][NH:24][CH2:23]1.ON1C2C=CC=CC=2N=N1.C(N=C=NCCCN(C)C)C, predict the reaction product. The product is: [CH3:21][C@H:22]1[CH2:27][C@@H:26]([CH3:28])[CH2:25][N:24]([C:17]([CH:9]2[CH2:10][C:11]3[C:16](=[CH:15][CH:14]=[CH:13][CH:12]=3)[N:8]2[C:6]([O:5][C:1]([CH3:3])([CH3:2])[CH3:4])=[O:7])=[O:18])[CH2:23]1.